This data is from Catalyst prediction with 721,799 reactions and 888 catalyst types from USPTO. The task is: Predict which catalyst facilitates the given reaction. (1) Reactant: [NH2:1][C:2]1[N:7]=[CH:6][N:5]=[C:4]2[N:8]([CH:12]([C:14]3[O:15][C:16]4[C:21]([C:22](=[O:30])[C:23]=3[C:24]3[CH:29]=[CH:28][CH:27]=[CH:26][CH:25]=3)=[CH:20][C:19]([F:31])=[CH:18][CH:17]=4)[CH3:13])[N:9]=[C:10](I)[C:3]=12.[CH3:32][C:33]1[C:41]2[C:36](=[CH:37][C:38](B3OC(C)(C)C(C)(C)O3)=[CH:39][CH:40]=2)[NH:35][N:34]=1.C(=O)([O-])[O-].[Na+].[Na+].ClCCl. Product: [NH2:1][C:2]1[N:7]=[CH:6][N:5]=[C:4]2[N:8]([CH:12]([C:14]3[O:15][C:16]4[C:21]([C:22](=[O:30])[C:23]=3[C:24]3[CH:29]=[CH:28][CH:27]=[CH:26][CH:25]=3)=[CH:20][C:19]([F:31])=[CH:18][CH:17]=4)[CH3:13])[N:9]=[C:10]([C:38]3[CH:37]=[C:36]4[C:41]([C:33]([CH3:32])=[N:34][NH:35]4)=[CH:40][CH:39]=3)[C:3]=12. The catalyst class is: 615. (2) Reactant: Cl.Cl.[CH2:3]([N:10]1[C:19]2[C:18]3[CH:20]=[CH:21][CH:22]=[CH:23][C:17]=3[N:16]([C:24]([C:26]3[CH:31]=[CH:30][C:29]([O:32][CH2:33][CH2:34][CH2:35][N:36]4[CH2:41][CH2:40][NH:39][CH2:38][CH2:37]4)=[C:28]([F:42])[CH:27]=3)=[O:25])[CH2:15][CH2:14][C:13]=2[N:12]=[C:11]1[CH3:43])[C:4]1[CH:9]=[CH:8][CH:7]=[CH:6][CH:5]=1.C(N(CC)CC)C.[CH3:51][C:52]([CH3:57])([CH3:56])[CH2:53][CH:54]=O.C([BH3-])#N.[Na+]. Product: [CH2:3]([N:10]1[C:19]2[C:18]3[CH:20]=[CH:21][CH:22]=[CH:23][C:17]=3[N:16]([C:24]([C:26]3[CH:31]=[CH:30][C:29]([O:32][CH2:33][CH2:34][CH2:35][N:36]4[CH2:41][CH2:40][N:39]([CH2:54][CH2:53][C:52]([CH3:57])([CH3:56])[CH3:51])[CH2:38][CH2:37]4)=[C:28]([F:42])[CH:27]=3)=[O:25])[CH2:15][CH2:14][C:13]=2[N:12]=[C:11]1[CH3:43])[C:4]1[CH:9]=[CH:8][CH:7]=[CH:6][CH:5]=1. The catalyst class is: 130. (3) Reactant: [Br:1][C:2]1[CH:12]=[CH:11][C:5]([O:6][CH2:7][CH2:8][CH2:9][OH:10])=[CH:4][CH:3]=1.[Si:13](Cl)([C:16]([CH3:19])([CH3:18])[CH3:17])([CH3:15])[CH3:14].CN(C)C=O. Product: [Br:1][C:2]1[CH:12]=[CH:11][C:5]([O:6][CH2:7][CH2:8][CH2:9][O:10][Si:13]([C:16]([CH3:19])([CH3:18])[CH3:17])([CH3:15])[CH3:14])=[CH:4][CH:3]=1. The catalyst class is: 6. (4) Reactant: [CH3:1][O:2][C:3]1[CH:11]=[C:10]2[C:6]([C:7]([CH2:25][C:26]3[CH:31]=[CH:30][CH:29]=[C:28]([C:32](OC)=[O:33])[N:27]=3)=[C:8]([C:19]3[CH:24]=[CH:23][CH:22]=[CH:21][CH:20]=3)[N:9]2[C:12]([O:14][C:15]([CH3:18])([CH3:17])[CH3:16])=[O:13])=[CH:5][CH:4]=1.[BH4-].[Na+].[Cl-].[NH4+]. Product: [OH:33][CH2:32][C:28]1[N:27]=[C:26]([CH2:25][C:7]2[C:6]3[C:10](=[CH:11][C:3]([O:2][CH3:1])=[CH:4][CH:5]=3)[N:9]([C:12]([O:14][C:15]([CH3:18])([CH3:16])[CH3:17])=[O:13])[C:8]=2[C:19]2[CH:20]=[CH:21][CH:22]=[CH:23][CH:24]=2)[CH:31]=[CH:30][CH:29]=1. The catalyst class is: 111.